Dataset: Full USPTO retrosynthesis dataset with 1.9M reactions from patents (1976-2016). Task: Predict the reactants needed to synthesize the given product. (1) Given the product [Cl:5][C:6]1[CH:37]=[CH:36][C:35]([OH:38])=[CH:34][C:7]=1[O:8][CH:9]1[CH2:10][N:11]([C:13]([CH3:33])([CH3:32])[CH2:14][CH2:15][C:16]([C:26]2[CH:27]=[CH:28][CH:29]=[CH:30][CH:31]=2)([C:20]2[CH:25]=[CH:24][CH:23]=[CH:22][CH:21]=2)[C:17]([NH2:19])=[O:18])[CH2:12]1, predict the reactants needed to synthesize it. The reactants are: B(Br)(Br)Br.[Cl:5][C:6]1[CH:37]=[CH:36][C:35]([O:38]C)=[CH:34][C:7]=1[O:8][CH:9]1[CH2:12][N:11]([C:13]([CH3:33])([CH3:32])[CH2:14][CH2:15][C:16]([C:26]2[CH:31]=[CH:30][CH:29]=[CH:28][CH:27]=2)([C:20]2[CH:25]=[CH:24][CH:23]=[CH:22][CH:21]=2)[C:17]([NH2:19])=[O:18])[CH2:10]1. (2) The reactants are: C([Li])CCC.Br[C:7]1[CH:12]=[CH:11][C:10]([N:13]2[CH:17]=[CH:16][CH:15]=[N:14]2)=[CH:9][C:8]=1[CH3:18].C[O:20][B:21](OC)[O:22]C.Cl.[OH-].[Na+].P([O-])(O)(O)=O.[Na+]. Given the product [CH3:18][C:8]1[CH:9]=[C:10]([N:13]2[CH:17]=[CH:16][CH:15]=[N:14]2)[CH:11]=[CH:12][C:7]=1[B:21]([OH:22])[OH:20], predict the reactants needed to synthesize it. (3) Given the product [CH3:13][O:12][C:9]1[CH:10]=[C:11]2[C:6](=[CH:7][C:8]=1[O:14][CH3:15])[N:5]=[CH:4][CH:3]=[C:2]2[O:27][C:20]1[CH:21]=[C:22]([O:25][CH3:26])[CH:23]=[CH:24][C:19]=1[C:17](=[O:18])[CH3:16], predict the reactants needed to synthesize it. The reactants are: Cl[C:2]1[C:11]2[C:6](=[CH:7][C:8]([O:14][CH3:15])=[C:9]([O:12][CH3:13])[CH:10]=2)[N:5]=[CH:4][CH:3]=1.[CH3:16][C:17]([C:19]1[CH:24]=[CH:23][C:22]([O:25][CH3:26])=[CH:21][C:20]=1[OH:27])=[O:18].